Dataset: Catalyst prediction with 721,799 reactions and 888 catalyst types from USPTO. Task: Predict which catalyst facilitates the given reaction. (1) Reactant: [C:1]([O:5][C:6](=[O:19])[NH:7][C:8]1[CH:13]=[CH:12][CH:11]=[C:10]([O:14][CH2:15][CH2:16][CH2:17][CH3:18])[CH:9]=1)([CH3:4])([CH3:3])[CH3:2].[Li]C(C)(C)C.[C:25](=[O:27])=[O:26].Cl. Product: [CH2:15]([O:14][C:10]1[CH:11]=[CH:12][CH:13]=[C:8]([NH:7][C:6]([O:5][C:1]([CH3:4])([CH3:3])[CH3:2])=[O:19])[C:9]=1[C:25]([OH:27])=[O:26])[CH2:16][CH2:17][CH3:18]. The catalyst class is: 7. (2) Reactant: [F:1][CH:2]([F:39])[C:3]1[N:29](S(C2C=CC=CC=2)(=O)=O)[C:6]2=[N:7][CH:8]=[CH:9][C:10]([C:11]3[N:16]=[CH:15][C:14]([S:17]([NH:20][CH:21]4[CH2:26][CH2:25][S:24](=[O:28])(=[O:27])[CH2:23][CH2:22]4)(=[O:19])=[O:18])=[CH:13][CH:12]=3)=[C:5]2[CH:4]=1.CCCC[N+](CCCC)(CCCC)CCCC.[F-]. Product: [F:39][CH:2]([F:1])[C:3]1[NH:29][C:6]2=[N:7][CH:8]=[CH:9][C:10]([C:11]3[N:16]=[CH:15][C:14]([S:17]([NH:20][CH:21]4[CH2:26][CH2:25][S:24](=[O:28])(=[O:27])[CH2:23][CH2:22]4)(=[O:18])=[O:19])=[CH:13][CH:12]=3)=[C:5]2[CH:4]=1. The catalyst class is: 1. (3) Reactant: C(Cl)(=O)C(Cl)=O.[Br:7][C:8]1[CH:16]=[CH:15][C:11]([C:12]([OH:14])=O)=[C:10]([CH3:17])[CH:9]=1.[CH3:18][N:19]1[CH2:24][CH2:23][NH:22][CH2:21][CH2:20]1. Product: [Br:7][C:8]1[CH:16]=[CH:15][C:11]([C:12]([N:22]2[CH2:23][CH2:24][N:19]([CH3:18])[CH2:20][CH2:21]2)=[O:14])=[C:10]([CH3:17])[CH:9]=1. The catalyst class is: 34. (4) Reactant: [Br:1][C:2]1[CH:9]=[CH:8][C:5]([CH2:6]O)=[C:4]([CH3:10])[CH:3]=1.S(Cl)([Cl:13])=O. Product: [Br:1][C:2]1[CH:9]=[CH:8][C:5]([CH2:6][Cl:13])=[C:4]([CH3:10])[CH:3]=1. The catalyst class is: 4. (5) Reactant: [S:1]1[CH:5]=[CH:4][C:3]([CH:6]=O)=[CH:2]1.[N+:8]([CH3:11])([O-:10])=[O:9].[OH-].[Na+]. Product: [N+:8]([CH:11]=[CH:6][C:3]1[CH:4]=[CH:5][S:1][CH:2]=1)([O-:10])=[O:9]. The catalyst class is: 8. (6) Reactant: C(O[C:4](=[O:24])[C:5]([C:14]([C:16]1[CH:21]=[CH:20][C:19]([CH3:22])=[C:18]([CH3:23])[N:17]=1)=[O:15])=[CH:6][NH:7][C:8]1[CH:13]=[CH:12][CH:11]=[CH:10][CH:9]=1)C.C1(OC2C=CC=CC=2)C=CC=CC=1.CO. Product: [CH3:22][C:19]1[CH:20]=[CH:21][C:16]([C:14]([C:5]2[C:4](=[O:24])[C:9]3[C:8](=[CH:13][CH:12]=[CH:11][CH:10]=3)[NH:7][CH:6]=2)=[O:15])=[N:17][C:18]=1[CH3:23]. The catalyst class is: 195.